This data is from Catalyst prediction with 721,799 reactions and 888 catalyst types from USPTO. The task is: Predict which catalyst facilitates the given reaction. (1) Reactant: C[O:2][C:3](=[O:36])[CH2:4][CH2:5][NH:6][C:7](=[O:35])[C:8]1[CH:13]=[CH:12][C:11]([O:14][CH:15]([CH2:18][C:19]2[CH:24]=[CH:23][C:22]([C:25]3[CH:30]=[CH:29][C:28]([C:31]([F:34])([F:33])[F:32])=[CH:27][CH:26]=3)=[CH:21][CH:20]=2)[CH2:16][CH3:17])=[CH:10][CH:9]=1.[OH-].[Na+].Cl. Product: [F:32][C:31]([F:33])([F:34])[C:28]1[CH:27]=[CH:26][C:25]([C:22]2[CH:23]=[CH:24][C:19]([CH2:18][CH:15]([O:14][C:11]3[CH:10]=[CH:9][C:8]([C:7]([NH:6][CH2:5][CH2:4][C:3]([OH:36])=[O:2])=[O:35])=[CH:13][CH:12]=3)[CH2:16][CH3:17])=[CH:20][CH:21]=2)=[CH:30][CH:29]=1. The catalyst class is: 5. (2) Reactant: S(Cl)(Cl)=O.[CH2:5]([C:12]1[N:13]([CH2:29][C:30]2[CH:35]=[CH:34][C:33]([C:36]3[CH:41]=[CH:40][CH:39]=[CH:38][CH:37]=3)=[CH:32][CH:31]=2)[N:14]=[C:15]2[C:20]=1[C:19](=[O:21])[N:18]([CH3:22])[C:17](=[N:23][C:24]([CH3:28])([CH3:27])[CH2:25]O)[NH:16]2)[C:6]1[CH:11]=[CH:10][CH:9]=[CH:8][CH:7]=1. Product: [CH2:5]([C:12]1[N:13]([CH2:29][C:30]2[CH:35]=[CH:34][C:33]([C:36]3[CH:37]=[CH:38][CH:39]=[CH:40][CH:41]=3)=[CH:32][CH:31]=2)[N:14]=[C:15]2[N:16]3[CH2:25][C:24]([CH3:28])([CH3:27])[N:23]=[C:17]3[N:18]([CH3:22])[C:19](=[O:21])[C:20]=12)[C:6]1[CH:11]=[CH:10][CH:9]=[CH:8][CH:7]=1. The catalyst class is: 2. (3) The catalyst class is: 76. Product: [CH3:1][N:4]([CH3:5])[C:19]([C@@H:18]([NH:17][C:15](=[O:16])[O:14][C:10]([CH3:13])([CH3:12])[CH3:11])[CH:22]([CH3:24])[CH3:23])=[O:20]. Reactant: [CH:1]([N:4](CC)[CH:5](C)C)(C)C.[C:10]([O:14][C:15]([NH:17][C@@H:18]([CH:22]([CH3:24])[CH3:23])[C:19](O)=[O:20])=[O:16])([CH3:13])([CH3:12])[CH3:11].Cl.CN(C)CCCN=C=NCC.CNC. (4) Reactant: [H-].[Na+].[N:3]1[CH:8]=[CH:7][N:6]=[CH:5][C:4]=1[CH2:9][C:10]#[N:11].Br[CH2:13][CH2:14]Br. Product: [N:3]1[CH:8]=[CH:7][N:6]=[CH:5][C:4]=1[C:9]1([C:10]#[N:11])[CH2:14][CH2:13]1. The catalyst class is: 9. (5) Reactant: Br[C:2]1[CH:7]=[CH:6][CH:5]=[CH:4][C:3]=1[CH2:8][CH2:9][C:10]([N:12]([CH:22]([CH3:24])[CH3:23])[NH:13][C:14](=[O:21])[C:15]1[CH:20]=[CH:19][CH:18]=[CH:17][CH:16]=1)=[O:11].C([O-])([O-])=O.[Na+].[Na+].[CH3:31][C:32]1[C:37]([CH3:38])=[CH:36][CH:35]=[CH:34][C:33]=1B(O)O. Product: [CH3:31][C:32]1[C:37]([CH3:38])=[CH:36][CH:35]=[CH:34][C:33]=1[C:2]1[CH:7]=[CH:6][CH:5]=[CH:4][C:3]=1[CH2:8][CH2:9][C:10]([N:12]([CH:22]([CH3:24])[CH3:23])[NH:13][C:14](=[O:21])[C:15]1[CH:20]=[CH:19][CH:18]=[CH:17][CH:16]=1)=[O:11]. The catalyst class is: 57. (6) Reactant: C(OC([NH:8][C:9]1[C:10]([F:35])=[CH:11][C:12]([F:34])=[C:13]([N:15]2[C:24]3[C:19](=[CH:20][CH:21]=[C:22]([C:25]4[C:26]([CH3:31])=[N:27][O:28][C:29]=4[CH3:30])[N:23]=3)[C:18](=[O:32])[CH:17]=[C:16]2[CH3:33])[CH:14]=1)=O)(C)(C)C.Cl.[OH-].[Na+].C(OCC)(=O)C. Product: [NH2:8][C:9]1[C:10]([F:35])=[CH:11][C:12]([F:34])=[C:13]([N:15]2[C:24]3[C:19](=[CH:20][CH:21]=[C:22]([C:25]4[C:26]([CH3:31])=[N:27][O:28][C:29]=4[CH3:30])[N:23]=3)[C:18](=[O:32])[CH:17]=[C:16]2[CH3:33])[CH:14]=1. The catalyst class is: 12. (7) Reactant: C1C=C(Cl)C=C(C(OO)=[O:9])C=1.[CH:12]1([NH:15][C:16](=[O:41])[C:17]2[CH:22]=[C:21]([C:23]3[CH:24]=[C:25]4[CH:31]=[N:30][N:29]([C:32]5[CH:37]=[CH:36][CH:35]=[C:34]([CH3:38])[CH:33]=5)[C:26]4=[CH:27][N:28]=3)[C:20]([CH3:39])=[C:19]([F:40])[CH:18]=2)[CH2:14][CH2:13]1. Product: [CH:12]1([NH:15][C:16](=[O:41])[C:17]2[CH:22]=[C:21]([C:23]3[CH:24]=[C:25]4[CH:31]=[N:30][N:29]([C:32]5[CH:37]=[CH:36][CH:35]=[C:34]([CH3:38])[CH:33]=5)[C:26]4=[CH:27][N+:28]=3[O-:9])[C:20]([CH3:39])=[C:19]([F:40])[CH:18]=2)[CH2:13][CH2:14]1. The catalyst class is: 147. (8) Reactant: [CH3:1][O:2][C:3]([C:5]1[CH:10]=[CH:9][C:8]([C:11]2[CH:16]=[CH:15][C:14]([O:17]C)=[CH:13][C:12]=2[Br:19])=[CH:7][CH:6]=1)=[O:4].B(Br)(Br)Br. Product: [CH3:1][O:2][C:3]([C:5]1[CH:10]=[CH:9][C:8]([C:11]2[CH:16]=[CH:15][C:14]([OH:17])=[CH:13][C:12]=2[Br:19])=[CH:7][CH:6]=1)=[O:4]. The catalyst class is: 2.